From a dataset of Peptide-MHC class II binding affinity with 134,281 pairs from IEDB. Regression. Given a peptide amino acid sequence and an MHC pseudo amino acid sequence, predict their binding affinity value. This is MHC class II binding data. (1) The peptide sequence is GELQIKDKIDAAFKI. The MHC is DRB1_0101 with pseudo-sequence DRB1_0101. The binding affinity (normalized) is 0.561. (2) The peptide sequence is DYDVVYLKPLAGMYK. The MHC is DRB1_0401 with pseudo-sequence DRB1_0401. The binding affinity (normalized) is 0.316. (3) The peptide sequence is YVIRAQLHVGAKQEN. The MHC is DRB1_1501 with pseudo-sequence DRB1_1501. The binding affinity (normalized) is 0.351. (4) The peptide sequence is LLKILVLSILSSPTK. The MHC is H-2-IAb with pseudo-sequence H-2-IAb. The binding affinity (normalized) is 0.150. (5) The peptide sequence is PEEFAVVDLSKMRAV. The MHC is HLA-DQA10301-DQB10302 with pseudo-sequence HLA-DQA10301-DQB10302. The binding affinity (normalized) is 0.214. (6) The peptide sequence is QMKQKGRCLRGWLGS. The MHC is DRB1_0101 with pseudo-sequence DRB1_0101. The binding affinity (normalized) is 0.819.